Dataset: Catalyst prediction with 721,799 reactions and 888 catalyst types from USPTO. Task: Predict which catalyst facilitates the given reaction. (1) Reactant: [CH3:1][C@H:2]1[CH2:7][CH2:6][C@H:5]([C:8]([N:10]([CH:33]([CH3:35])[CH3:34])[C:11]2[CH:15]=[C:14]([C:16]3[CH:21]=[CH:20][C:19]([NH:22][C:23]([C:25]4[N:26]=[CH:27][S:28][CH:29]=4)=[O:24])=[CH:18][CH:17]=3)[S:13][C:12]=2[C:30]([OH:32])=[O:31])=[O:9])[CH2:4][CH2:3]1.[NH2:36][C@H:37]([C:45]([OH:47])=[O:46])[CH2:38][CH2:39][CH2:40][NH:41][C:42](=[NH:44])[NH2:43]. Product: [NH2:36][C@H:37]([C:45]([OH:47])=[O:46])[CH2:38][CH2:39][CH2:40][NH:41][C:42](=[NH:43])[NH2:44].[CH3:1][C@H:2]1[CH2:7][CH2:6][C@H:5]([C:8]([N:10]([CH:33]([CH3:35])[CH3:34])[C:11]2[CH:15]=[C:14]([C:16]3[CH:17]=[CH:18][C:19]([NH:22][C:23]([C:25]4[N:26]=[CH:27][S:28][CH:29]=4)=[O:24])=[CH:20][CH:21]=3)[S:13][C:12]=2[C:30]([O-:32])=[O:31])=[O:9])[CH2:4][CH2:3]1. The catalyst class is: 21. (2) Reactant: C[O:2][C:3](=[O:14])[CH:4]([C:6]1[CH:11]=[CH:10][C:9]([O:12][CH3:13])=[CH:8][CH:7]=1)O.[CH:15]1([SH:20])[CH2:19][CH2:18][CH2:17][CH2:16]1.[NH2:21][C:22]1[S:23][CH:24]=[CH:25][N:26]=1. Product: [CH:15]1([S:20][CH:4]([C:6]2[CH:11]=[CH:10][C:9]([O:12][CH3:13])=[CH:8][CH:7]=2)[C:3]([OH:2])=[O:14])[CH2:19][CH2:18][CH2:17][CH2:16]1.[CH:15]1([S:20][CH:4]([C:6]2[CH:7]=[CH:8][C:9]([O:12][CH3:13])=[CH:10][CH:11]=2)[C:3]([NH:21][C:22]2[S:23][CH:24]=[CH:25][N:26]=2)=[O:14])[CH2:19][CH2:18][CH2:17][CH2:16]1. The catalyst class is: 1. (3) Reactant: [CH3:1][C@H:2]1[O:7][C@@H:6]([CH3:8])[CH2:5][N:4]([C:9]([C:11]2[O:12][C:13]3[CH:19]=[CH:18][C:17]([OH:20])=[CH:16][C:14]=3[CH:15]=2)=[O:10])[CH2:3]1.[CH:21]([N:24]1[CH2:29][CH2:28][CH:27](O)[CH2:26][CH2:25]1)([CH3:23])[CH3:22].C1(P(C2C=CC=CC=2)C2C=CC=CC=2)C=CC=CC=1.CC(OC(/N=N/C(OC(C)C)=O)=O)C. Product: [CH3:1][C@H:2]1[O:7][C@@H:6]([CH3:8])[CH2:5][N:4]([C:9]([C:11]2[O:12][C:13]3[CH:19]=[CH:18][C:17]([O:20][CH:27]4[CH2:28][CH2:29][N:24]([CH:21]([CH3:23])[CH3:22])[CH2:25][CH2:26]4)=[CH:16][C:14]=3[CH:15]=2)=[O:10])[CH2:3]1. The catalyst class is: 1. (4) The catalyst class is: 138. Reactant: CO[C:3]1[CH:12]=[CH:11][C:10]([NH2:13])=C[C:4]=1[C:5]([O:7][CH3:8])=O.C([NH:16][NH:17]C=O)=O.O=P12OP3(OP(OP(O3)(O1)=O)(=O)O2)=O.[C:34](=O)(O)[O-].[Na+].[C:39]([O:42][CH2:43]C)(=[O:41])[CH3:40].ClCCl. Product: [CH3:8][O:7][C:5]1[CH:4]=[CH:3][C:12]([CH:11]2[CH:10]=[N:13][N:17]=[N:16]2)=[CH:34][C:40]=1[C:39]([O:42][CH3:43])=[O:41]. (5) Reactant: [H-].[Na+].CCCCCC.[CH3:9][C:10]([NH:13][C:14]([C@H:16]1[N:25]([CH2:26][C@@H:27]([OH:57])[C@@H:28]([NH:36][C:37]([C@@H:39]([NH:44][C:45]([C:47]2[CH:48]=[CH:49][C:50]3[CH:51]=[CH:52][CH:53]=[CH:54][C:55]=3[N:56]=2)=[O:46])[CH2:40][C:41]([NH2:43])=[O:42])=[O:38])[CH2:29][C:30]2[CH:31]=[CH:32][CH:33]=[CH:34][CH:35]=2)[CH2:24][C@@H:23]2[C@@H:18]([CH2:19][CH2:20][CH2:21][CH2:22]2)[CH2:17]1)=[O:15])([CH3:12])[CH3:11].CS([O-])(=O)=O.C1COCC1. Product: [CH3:12][C:10]([NH:13][C:14]([C@H:16]1[N:25]([CH2:26][C@@H:27]([OH:57])[C@@H:28]([NH:36][C:37]([C@@H:39]([NH:44][C:45]([C:47]2[CH:48]=[CH:49][C:50]3[CH:51]=[CH:52][CH:53]=[CH:54][C:55]=3[N:56]=2)=[O:46])[CH2:40][C:41]([NH2:43])=[O:42])=[O:38])[CH2:29][C:30]2[CH:35]=[CH:34][CH:33]=[CH:32][CH:31]=2)[CH2:24][C@@H:23]2[C@@H:18]([CH2:19][CH2:20][CH2:21][CH2:22]2)[CH2:17]1)=[O:15])([CH3:9])[CH3:11]. The catalyst class is: 6.